This data is from Reaction yield outcomes from USPTO patents with 853,638 reactions. The task is: Predict the reaction yield, written as a fraction of the theoretical maximum amount of product (1.0 means a 100% yield; for example, 0.34 means a 34% yield). The reactants are [BH4-].[Na+].[S:3]1[C:7]2[CH:8]=[C:9]([N:12]3[CH2:16][CH2:15][N:14]([C:17]4[CH:18]=[N:19][CH:20]=[CH:21][C:22]=4[CH:23]=[O:24])[C:13]3=[O:25])[CH:10]=[CH:11][C:6]=2[N:5]=[CH:4]1. The catalyst is CO.C(Cl)Cl.C(Cl)(Cl)Cl. The product is [S:3]1[C:7]2[CH:8]=[C:9]([N:12]3[CH2:16][CH2:15][N:14]([C:17]4[CH:18]=[N:19][CH:20]=[CH:21][C:22]=4[CH2:23][OH:24])[C:13]3=[O:25])[CH:10]=[CH:11][C:6]=2[N:5]=[CH:4]1. The yield is 0.780.